From a dataset of Catalyst prediction with 721,799 reactions and 888 catalyst types from USPTO. Predict which catalyst facilitates the given reaction. (1) Reactant: [F:1][C:2]([F:32])([F:31])[C:3]1([CH2:6][N:7]2[CH2:12][CH2:11][CH:10]([CH2:13][O:14][C:15]3[CH:20]=[CH:19][C:18]([C:21]4[CH:26]=[CH:25][C:24]([C:27]([O:29]C)=[O:28])=[CH:23][CH:22]=4)=[CH:17][CH:16]=3)[CH2:9][CH2:8]2)[CH2:5][CH2:4]1.CO.O.[Li+].[OH-]. Product: [F:32][C:2]([F:1])([F:31])[C:3]1([CH2:6][N:7]2[CH2:12][CH2:11][CH:10]([CH2:13][O:14][C:15]3[CH:20]=[CH:19][C:18]([C:21]4[CH:26]=[CH:25][C:24]([C:27]([OH:29])=[O:28])=[CH:23][CH:22]=4)=[CH:17][CH:16]=3)[CH2:9][CH2:8]2)[CH2:5][CH2:4]1. The catalyst class is: 1. (2) Reactant: [H-].[Na+].[N:3]1([C:13]([C:15]2[CH:16]=[C:17]([CH:27]=[CH:28][CH:29]=2)[CH2:18][NH:19][C:20](=[O:26])[O:21][C:22]([CH3:25])([CH3:24])[CH3:23])=[O:14])[C:12]2[C:7](=[CH:8][CH:9]=[CH:10][CH:11]=2)[CH2:6][CH2:5][CH2:4]1.I[CH3:31].S([O-])(O)(=O)=O.[K+]. Product: [CH3:31][N:19]([CH2:18][C:17]1[CH:27]=[CH:28][CH:29]=[C:15]([C:13]([N:3]2[C:12]3[C:7](=[CH:8][CH:9]=[CH:10][CH:11]=3)[CH2:6][CH2:5][CH2:4]2)=[O:14])[CH:16]=1)[C:20](=[O:26])[O:21][C:22]([CH3:25])([CH3:24])[CH3:23]. The catalyst class is: 3. (3) Reactant: C(OC([N:8]1[CH2:11][CH:10]([CH2:12][N:13]2[CH:17]=[C:16]([C:18]3[CH:19]=[N:20][C:21]4[C:26]([CH:27]=3)=[CH:25][C:24]([CH2:28][C:29]3[N:33]5[N:34]=[C:35]([CH3:38])[CH:36]=[CH:37][C:32]5=[N:31][N:30]=3)=[CH:23][CH:22]=4)[CH:15]=[N:14]2)[CH2:9]1)=O)(C)(C)C.C(O)(C(F)(F)F)=O. Product: [NH:8]1[CH2:11][CH:10]([CH2:12][N:13]2[CH:17]=[C:16]([C:18]3[CH:19]=[N:20][C:21]4[C:26]([CH:27]=3)=[CH:25][C:24]([CH2:28][C:29]3[N:33]5[N:34]=[C:35]([CH3:38])[CH:36]=[CH:37][C:32]5=[N:31][N:30]=3)=[CH:23][CH:22]=4)[CH:15]=[N:14]2)[CH2:9]1. The catalyst class is: 4. (4) Reactant: [NH2:1][C:2]1[CH:7]=[CH:6][C:5]([NH:8][C:9]2[N:14]=[C:13]([C:15]3[CH:16]=[CH:17][C:18]([O:23][CH3:24])=[C:19]([CH:22]=3)[C:20]#[N:21])[CH:12]=[CH:11][N:10]=2)=[CH:4][CH:3]=1.[C:25]([N:32]1[CH:36]=[CH:35]N=C1)(N1C=CN=C1)=[O:26].NCC[CH2:40][OH:41]. Product: [C:20]([C:19]1[CH:22]=[C:15]([C:13]2[CH:12]=[CH:11][N:10]=[C:9]([NH:8][C:5]3[CH:6]=[CH:7][C:2]([NH:1][C:25]([NH:32][CH2:36][CH2:35][CH2:40][OH:41])=[O:26])=[CH:3][CH:4]=3)[N:14]=2)[CH:16]=[CH:17][C:18]=1[O:23][CH3:24])#[N:21]. The catalyst class is: 1. (5) Reactant: Br[CH2:2][CH2:3][CH2:4][C:5]([NH:7][C:8]1[CH:13]=[CH:12][C:11]([B:14]2[O:18][C:17]([CH3:20])([CH3:19])[C:16]([CH3:22])([CH3:21])[O:15]2)=[CH:10][CH:9]=1)=[O:6].[H-].[Na+]. Product: [CH3:21][C:16]1([CH3:22])[C:17]([CH3:20])([CH3:19])[O:18][B:14]([C:11]2[CH:12]=[CH:13][C:8]([N:7]3[CH2:2][CH2:3][CH2:4][C:5]3=[O:6])=[CH:9][CH:10]=2)[O:15]1. The catalyst class is: 39. (6) Reactant: C([O-])([O-])=O.[Cs+].[Cs+].Br[C:8]1[CH:9]=[C:10]([C:15]2[N:16]=[N:17][N:18]([CH:20]([CH3:22])[CH3:21])[CH:19]=2)[C:11]([NH2:14])=[N:12][CH:13]=1.C[O:24][C:25]([C:27]1[CH:32]=[CH:31][C:30](B(O)O)=[CH:29][C:28]=1[CH3:36])=[O:26].[Li+].[OH-]. Product: [NH2:14][C:11]1[N:12]=[CH:13][C:8]([C:30]2[CH:31]=[CH:32][C:27]([C:25]([OH:26])=[O:24])=[C:28]([CH3:36])[CH:29]=2)=[CH:9][C:10]=1[C:15]1[N:16]=[N:17][N:18]([CH:20]([CH3:22])[CH3:21])[CH:19]=1. The catalyst class is: 70. (7) Reactant: [H-].[Na+].[CH:3]([C@H:16]1[N:21]2[CH2:22][C@@H:23]([OH:25])[CH2:24][C@H:20]2[CH2:19][N:18]([C:26]([O:28][C:29]([CH3:32])([CH3:31])[CH3:30])=[O:27])[CH2:17]1)([C:10]1[CH:15]=[CH:14][CH:13]=[CH:12][CH:11]=1)[C:4]1[CH:9]=[CH:8][CH:7]=[CH:6][CH:5]=1.[CH3:33]I.O. Product: [CH:3]([C@H:16]1[N:21]2[CH2:22][C@@H:23]([O:25][CH3:33])[CH2:24][C@H:20]2[CH2:19][N:18]([C:26]([O:28][C:29]([CH3:32])([CH3:31])[CH3:30])=[O:27])[CH2:17]1)([C:10]1[CH:11]=[CH:12][CH:13]=[CH:14][CH:15]=1)[C:4]1[CH:9]=[CH:8][CH:7]=[CH:6][CH:5]=1. The catalyst class is: 9.